The task is: Regression. Given a peptide amino acid sequence and an MHC pseudo amino acid sequence, predict their binding affinity value. This is MHC class II binding data.. This data is from Peptide-MHC class II binding affinity with 134,281 pairs from IEDB. (1) The peptide sequence is QKILIKIPVTKNIIT. The MHC is DRB1_1501 with pseudo-sequence DRB1_1501. The binding affinity (normalized) is 0.243. (2) The peptide sequence is YDKFIANVSTVLTGK. The MHC is DRB1_1602 with pseudo-sequence DRB1_1602. The binding affinity (normalized) is 0.870. (3) The peptide sequence is VYDLHKEQLIRSLDK. The MHC is DRB1_0101 with pseudo-sequence DRB1_0101. The binding affinity (normalized) is 0.258. (4) The peptide sequence is IGRFYIQMCTELKLSDYEG. The binding affinity (normalized) is 0.683. The MHC is DRB1_0101 with pseudo-sequence DRB1_0101.